This data is from Reaction yield outcomes from USPTO patents with 853,638 reactions. The task is: Predict the reaction yield, written as a fraction of the theoretical maximum amount of product (1.0 means a 100% yield; for example, 0.34 means a 34% yield). (1) The yield is 0.430. The catalyst is ClCCl.[Cl-].[NH4+]. The product is [Br:31][C:28]1[CH:29]=[CH:30][C:25]2[N:26]([CH:32]=[C:23]([CH2:22][C:21]([N:12]3[CH2:17][CH2:16][O:15][CH2:14][CH2:13]3)=[O:20])[N:24]=2)[CH:27]=1. The reactants are C[Al](C)C.C1(C)C=CC=CC=1.[NH:12]1[CH2:17][CH2:16][O:15][CH2:14][CH2:13]1.C([O:20][C:21](=O)[CH2:22][C:23]1[N:24]=[C:25]2[CH:30]=[CH:29][C:28]([Br:31])=[CH:27][N:26]2[CH:32]=1)C. (2) The reactants are CC(OI1(OC(C)=O)(OC(C)=O)OC(=O)C2C=CC=CC1=2)=O.[F:23][C:24]1[C:25](=[O:40])[NH:26][C:27]2[C:32]([CH:33]=1)=[CH:31][CH:30]=[C:29]([O:34][CH2:35][CH2:36][CH2:37][CH2:38]O)[N:28]=2.[O-]S([O-])(=S)=O.[Na+].[Na+].Cl.[C:49]1([N:59]2[CH2:64][CH2:63][NH:62][CH2:61][CH2:60]2)[C:58]2[C:53](=[CH:54][CH:55]=[CH:56][CH:57]=2)[CH:52]=[CH:51][CH:50]=1.CCN(CC)CC.[BH-](OC(C)=O)(OC(C)=O)OC(C)=O.[Na+]. The catalyst is C(Cl)Cl.C1COCC1.CCOCC.ClCCCl.CS(C)=O. The product is [F:23][C:24]1[C:25](=[O:40])[NH:26][C:27]2[C:32]([CH:33]=1)=[CH:31][CH:30]=[C:29]([O:34][CH2:35][CH2:36][CH2:37][CH2:38][N:62]1[CH2:61][CH2:60][N:59]([C:49]3[C:58]4[C:53](=[CH:54][CH:55]=[CH:56][CH:57]=4)[CH:52]=[CH:51][CH:50]=3)[CH2:64][CH2:63]1)[N:28]=2. The yield is 0.620. (3) The reactants are Br[C:2]1[N:7]=[CH:6][C:5]([C:8]2[C:16]3[C:11](=[CH:12][C:13]([F:17])=[CH:14][CH:15]=3)[N:10](S(C3C=CC=CC=3)(=O)=O)[CH:9]=2)=[CH:4][CH:3]=1.CC1(C)C(C)(C)OB([C:35]2[CH:36]=[CH:37][C:38]3[N:42]=[C:41]([NH2:43])[NH:40][C:39]=3[CH:44]=2)O1.C([O-])([O-])=O.[K+].[K+]. The catalyst is CN(C=O)C.CCOC(C)=O.C1C=CC([P]([Pd]([P](C2C=CC=CC=2)(C2C=CC=CC=2)C2C=CC=CC=2)([P](C2C=CC=CC=2)(C2C=CC=CC=2)C2C=CC=CC=2)[P](C2C=CC=CC=2)(C2C=CC=CC=2)C2C=CC=CC=2)(C2C=CC=CC=2)C2C=CC=CC=2)=CC=1. The product is [F:17][C:13]1[CH:12]=[C:11]2[C:16]([C:8]([C:5]3[CH:4]=[CH:3][C:2]([C:35]4[CH:36]=[CH:37][C:38]5[N:42]=[C:41]([NH2:43])[NH:40][C:39]=5[CH:44]=4)=[N:7][CH:6]=3)=[CH:9][NH:10]2)=[CH:15][CH:14]=1. The yield is 0.110. (4) The reactants are [C:1]([C:5]1[CH:10]=[CH:9][C:8]([NH:11][C:12]2[C:21]3[C:16](=[CH:17][CH:18]=[CH:19][CH:20]=3)[CH:15]=[CH:14][N:13]=2)=[CH:7][CH:6]=1)([CH3:4])([CH3:3])[CH3:2].[Br-:22].[Br-].[Br-].C1([N+](C)(C)C)C=CC=CC=1.C1([N+](C)(C)C)C=CC=CC=1.C1([N+](C)(C)C)C=CC=CC=1.CCCCCC. The catalyst is C1COCC1. The product is [Br:22][C:15]1[C:16]2[C:21](=[CH:20][CH:19]=[CH:18][CH:17]=2)[C:12]([NH:11][C:8]2[CH:9]=[CH:10][C:5]([C:1]([CH3:4])([CH3:2])[CH3:3])=[CH:6][CH:7]=2)=[N:13][CH:14]=1. The yield is 0.823. (5) The reactants are [Br:1][C:2]1[CH:7]=[C:6]([CH2:8]Cl)[CH:5]=[CH:4][C:3]=1[O:10][CH2:11][C:12]([F:15])([F:14])[F:13].[Na+].[I-].[CH3:18][CH2:19][SH:20].O. The catalyst is C(Cl)Cl. The product is [Br:1][C:2]1[CH:7]=[C:6]([CH2:8][S:20][CH2:19][CH3:18])[CH:5]=[CH:4][C:3]=1[O:10][CH2:11][C:12]([F:15])([F:14])[F:13]. The yield is 0.968.